This data is from Reaction yield outcomes from USPTO patents with 853,638 reactions. The task is: Predict the reaction yield, written as a fraction of the theoretical maximum amount of product (1.0 means a 100% yield; for example, 0.34 means a 34% yield). The reactants are [C:1]([O:5][C:6]([N:8]1[CH2:12][C@H:11]([OH:13])[CH2:10][C@H:9]1[C:14]([O:16][CH3:17])=[O:15])=[O:7])([CH3:4])([CH3:3])[CH3:2].N1C=CN=C1.[Si:23](Cl)([C:26]([CH3:29])([CH3:28])[CH3:27])([CH3:25])[CH3:24]. The catalyst is CN(C=O)C.C(OCC)(=O)C. The product is [Si:23]([O:13][C@H:11]1[CH2:12][N:8]([C:6]([O:5][C:1]([CH3:4])([CH3:3])[CH3:2])=[O:7])[C@H:9]([C:14]([O:16][CH3:17])=[O:15])[CH2:10]1)([C:26]([CH3:29])([CH3:28])[CH3:27])([CH3:25])[CH3:24]. The yield is 0.990.